This data is from Catalyst prediction with 721,799 reactions and 888 catalyst types from USPTO. The task is: Predict which catalyst facilitates the given reaction. Reactant: [S:1]1[CH:5]=[CH:4][C:3]([CH:6]=O)=[CH:2]1.[C:8]([NH:11][CH2:12][C:13]([OH:15])=[O:14])(=O)[CH3:9].C([O-])(=O)C.[Na+]. Product: [CH3:9][C:8]1[O:15][C:13](=[O:14])/[C:12](=[CH:6]/[C:3]2[CH:4]=[CH:5][S:1][CH:2]=2)/[N:11]=1. The catalyst class is: 152.